Task: Regression. Given two drug SMILES strings and cell line genomic features, predict the synergy score measuring deviation from expected non-interaction effect.. Dataset: NCI-60 drug combinations with 297,098 pairs across 59 cell lines (1) Drug 1: C1=C(C(=O)NC(=O)N1)N(CCCl)CCCl. Drug 2: N.N.Cl[Pt+2]Cl. Cell line: COLO 205. Synergy scores: CSS=26.1, Synergy_ZIP=5.20, Synergy_Bliss=4.82, Synergy_Loewe=-4.17, Synergy_HSA=-0.253. (2) Drug 1: CN(C)C1=NC(=NC(=N1)N(C)C)N(C)C. Drug 2: CCCCC(=O)OCC(=O)C1(CC(C2=C(C1)C(=C3C(=C2O)C(=O)C4=C(C3=O)C=CC=C4OC)O)OC5CC(C(C(O5)C)O)NC(=O)C(F)(F)F)O. Cell line: SK-MEL-5. Synergy scores: CSS=-1.19, Synergy_ZIP=2.55, Synergy_Bliss=3.32, Synergy_Loewe=-1.35, Synergy_HSA=-2.06. (3) Drug 1: C1=CC(=CC=C1CC(C(=O)O)N)N(CCCl)CCCl.Cl. Drug 2: C1=NC(=NC(=O)N1C2C(C(C(O2)CO)O)O)N. Cell line: K-562. Synergy scores: CSS=32.5, Synergy_ZIP=-5.09, Synergy_Bliss=-5.45, Synergy_Loewe=-9.69, Synergy_HSA=-5.13. (4) Drug 1: CS(=O)(=O)C1=CC(=C(C=C1)C(=O)NC2=CC(=C(C=C2)Cl)C3=CC=CC=N3)Cl. Drug 2: CCCCC(=O)OCC(=O)C1(CC(C2=C(C1)C(=C3C(=C2O)C(=O)C4=C(C3=O)C=CC=C4OC)O)OC5CC(C(C(O5)C)O)NC(=O)C(F)(F)F)O. Cell line: M14. Synergy scores: CSS=2.43, Synergy_ZIP=1.61, Synergy_Bliss=4.59, Synergy_Loewe=2.63, Synergy_HSA=1.03. (5) Drug 1: C(CN)CNCCSP(=O)(O)O. Drug 2: N.N.Cl[Pt+2]Cl. Cell line: OVCAR-8. Synergy scores: CSS=15.9, Synergy_ZIP=-9.24, Synergy_Bliss=-1.54, Synergy_Loewe=-21.4, Synergy_HSA=-1.80. (6) Drug 1: CN1C(=O)N2C=NC(=C2N=N1)C(=O)N. Drug 2: CC12CCC3C(C1CCC2OP(=O)(O)O)CCC4=C3C=CC(=C4)OC(=O)N(CCCl)CCCl.[Na+]. Cell line: OVCAR3. Synergy scores: CSS=0.886, Synergy_ZIP=1.27, Synergy_Bliss=4.62, Synergy_Loewe=-6.44, Synergy_HSA=-4.94. (7) Drug 1: C1=NNC2=C1C(=O)NC=N2. Drug 2: C1C(C(OC1N2C=NC3=C2NC=NCC3O)CO)O. Cell line: SN12C. Synergy scores: CSS=0.653, Synergy_ZIP=-1.29, Synergy_Bliss=0.254, Synergy_Loewe=-1.88, Synergy_HSA=-1.62.